From a dataset of Full USPTO retrosynthesis dataset with 1.9M reactions from patents (1976-2016). Predict the reactants needed to synthesize the given product. (1) Given the product [C:30]([C@@H:10]1[CH2:11][CH2:12][N:8]([CH2:1][C:2]2[CH:7]=[CH:6][CH:5]=[CH:4][CH:3]=2)[CH2:9]1)#[N:32], predict the reactants needed to synthesize it. The reactants are: [CH2:1]([N:8]1[CH2:12][CH2:11][C@H:10](OS(C)(=O)=O)[CH2:9]1)[C:2]1[CH:7]=[CH:6][CH:5]=[CH:4][CH:3]=1.C(=O)([O-])O.[Na+].C1(C)C=CC=CC=1.[C:30](#[N:32])C. (2) Given the product [F:2][C:3]1[CH:9]=[C:8]([O:10][CH3:11])[CH:7]=[CH:6][C:4]=1[NH:5][NH2:13], predict the reactants needed to synthesize it. The reactants are: Cl.[F:2][C:3]1[CH:9]=[C:8]([O:10][CH3:11])[CH:7]=[CH:6][C:4]=1[NH2:5].Cl.[N:13]([O-])=O.[Na+]. (3) Given the product [F:10][C:11]1[CH:16]=[CH:15][C:14]([N+:17]([O-:19])=[O:18])=[CH:13][C:12]=1[C:2]1[CH:9]=[CH:8][CH:7]=[C:4]([C:5]#[N:6])[CH:3]=1, predict the reactants needed to synthesize it. The reactants are: Br[C:2]1[CH:3]=[C:4]([CH:7]=[CH:8][CH:9]=1)[C:5]#[N:6].[F:10][C:11]1[CH:16]=[CH:15][C:14]([N+:17]([O-:19])=[O:18])=[CH:13][C:12]=1B1OC(C)(C)C(C)(C)O1. (4) The reactants are: [CH:1]([CH:4]1[C:8]2=[N:9][C:10]([C:13]3[CH:18]=[CH:17][C:16]([C:19]([F:22])([F:21])[F:20])=[CH:15][CH:14]=3)=[CH:11][CH:12]=[C:7]2[NH:6][CH2:5]1)([CH3:3])[CH3:2].Cl[S:24]([C:27]1[CH:39]=[CH:38][C:30]([O:31][CH2:32][C:33]([O:35][CH2:36][CH3:37])=[O:34])=[C:29]([CH3:40])[CH:28]=1)(=[O:26])=[O:25].C(N(CC)CC)C. Given the product [CH:1]([CH:4]1[C:8]2=[N:9][C:10]([C:13]3[CH:18]=[CH:17][C:16]([C:19]([F:21])([F:22])[F:20])=[CH:15][CH:14]=3)=[CH:11][CH:12]=[C:7]2[N:6]([S:24]([C:27]2[CH:39]=[CH:38][C:30]([O:31][CH2:32][C:33]([O:35][CH2:36][CH3:37])=[O:34])=[C:29]([CH3:40])[CH:28]=2)(=[O:26])=[O:25])[CH2:5]1)([CH3:3])[CH3:2], predict the reactants needed to synthesize it.